From a dataset of Catalyst prediction with 721,799 reactions and 888 catalyst types from USPTO. Predict which catalyst facilitates the given reaction. (1) Reactant: [F:1][C:2]([F:37])([F:36])[O:3][C:4]1[CH:9]=[CH:8][C:7]([CH:10]([C:25]2[CH:30]=[CH:29][C:28]([O:31][C:32]([F:35])([F:34])[F:33])=[CH:27][CH:26]=2)[C:11]2([OH:24])[CH2:16][CH2:15][N:14](C(OC(C)(C)C)=O)[CH2:13][CH2:12]2)=[CH:6][CH:5]=1.FC(F)(F)C(O)=O. Product: [F:34][C:32]([F:33])([F:35])[O:31][C:28]1[CH:27]=[CH:26][C:25]([CH:10]([C:7]2[CH:8]=[CH:9][C:4]([O:3][C:2]([F:37])([F:1])[F:36])=[CH:5][CH:6]=2)[C:11]2([OH:24])[CH2:16][CH2:15][NH:14][CH2:13][CH2:12]2)=[CH:30][CH:29]=1. The catalyst class is: 2. (2) Reactant: O.[OH-].[Li+].C([O:6][C:7]([CH:9]1[CH2:14][CH2:13][N:12]([CH2:15][CH2:16][C:17]([CH3:20])([CH3:19])[CH3:18])[CH2:11][CH2:10]1)=[O:8])C. Product: [CH3:18][C:17]([CH3:20])([CH3:19])[CH2:16][CH2:15][N:12]1[CH2:13][CH2:14][CH:9]([C:7]([OH:8])=[O:6])[CH2:10][CH2:11]1. The catalyst class is: 20. (3) Reactant: C([O:3][C:4](=[O:18])[CH2:5][C:6]1[S:7][C:8]([Cl:17])=[C:9]([Cl:16])[C:10]=1[CH2:11][C:12]([O:14]C)=[O:13])C.[OH-].[Na+]. Product: [C:12]([CH2:11][C:10]1[C:9]([Cl:16])=[C:8]([Cl:17])[S:7][C:6]=1[CH2:5][C:4]([OH:18])=[O:3])([OH:14])=[O:13]. The catalyst class is: 5.